From a dataset of Reaction yield outcomes from USPTO patents with 853,638 reactions. Predict the reaction yield, written as a fraction of the theoretical maximum amount of product (1.0 means a 100% yield; for example, 0.34 means a 34% yield). The reactants are [I-].[CH:2]1([C:5]2[CH:10]=[C:9]([CH3:11])[C:8]([C:12]([O:14][CH3:15])=[O:13])=[CH:7][C:6]=2[C:16]2[NH:25][C:19]3[CH:20]=[N+:21]([CH3:24])[CH:22]=[CH:23][C:18]=3[N:17]=2)[CH2:4][CH2:3]1.[BH4-].[Na+]. The catalyst is CO. The product is [CH:2]1([C:5]2[C:6]([C:16]3[NH:25][C:19]4[CH2:20][N:21]([CH3:24])[CH2:22][CH2:23][C:18]=4[N:17]=3)=[CH:7][C:8]([C:12]([O:14][CH3:15])=[O:13])=[C:9]([CH3:11])[CH:10]=2)[CH2:3][CH2:4]1. The yield is 0.780.